Dataset: Forward reaction prediction with 1.9M reactions from USPTO patents (1976-2016). Task: Predict the product of the given reaction. (1) Given the reactants [CH2:1]([O:3][C:4]([C:6]1[CH:7]=[C:8]2[N:13]([CH:14]=1)[CH:12]=[CH:11][C:10]([C:15](C)(C)[O:16][SiH2]C(C)(C)C)=[CH:9]2)=[O:5])[CH3:2].[F-].C([N+](CCCC)(CCCC)CCCC)CCC, predict the reaction product. The product is: [CH2:1]([O:3][C:4]([C:6]1[CH:7]=[C:8]2[N:13]([CH:14]=1)[CH:12]=[CH:11][C:10]([CH2:15][OH:16])=[CH:9]2)=[O:5])[CH3:2]. (2) Given the reactants [CH3:1][O:2][C:3]1[CH:4]=[C:5]([NH:15][C:16]2[N:20]=[C:19]([NH2:21])[NH:18][N:17]=2)[CH:6]=[CH:7][C:8]=1[N:9]1[CH:13]=[C:12]([CH3:14])[N:11]=[CH:10]1.[CH3:22][CH:23]([C:25](=O)[CH2:26][C:27](=[O:31])[CH:28]([CH3:30])[CH3:29])[CH3:24], predict the reaction product. The product is: [C:3]([OH:2])(=[O:31])[CH3:4].[CH:23]([C:25]1[CH:26]=[C:27]([CH:28]([CH3:30])[CH3:29])[N:18]2[N:17]=[C:16]([NH:15][C:5]3[CH:6]=[CH:7][C:8]([N:9]4[CH:13]=[C:12]([CH3:14])[N:11]=[CH:10]4)=[C:3]([O:2][CH3:1])[CH:4]=3)[N:20]=[C:19]2[N:21]=1)([CH3:24])[CH3:22].